From a dataset of Catalyst prediction with 721,799 reactions and 888 catalyst types from USPTO. Predict which catalyst facilitates the given reaction. (1) Reactant: C1C(=O)N([Br:8])C(=O)C1.[CH3:9][Si:10]([CH3:61])([CH3:60])[CH2:11][CH2:12][O:13][CH2:14][N:15]([CH2:52][O:53][CH2:54][CH2:55][Si:56]([CH3:59])([CH3:58])[CH3:57])[C:16]1[N:21]2[N:22]=[CH:23][C:24]([C:25]3[CH:26]=[N:27][C:28]([C:31]4[CH:36]=[CH:35][CH:34]=[CH:33][CH:32]=4)=[CH:29][CH:30]=3)=[C:20]2[N:19]=[C:18]([N:37]2[CH2:43][CH:42]3[N:44]([C:45]([O:47][C:48]([CH3:51])([CH3:50])[CH3:49])=[O:46])[CH:39]([CH2:40][CH2:41]3)[CH2:38]2)[CH:17]=1. Product: [CH3:59][Si:56]([CH3:58])([CH3:57])[CH2:55][CH2:54][O:53][CH2:52][N:15]([CH2:14][O:13][CH2:12][CH2:11][Si:10]([CH3:9])([CH3:60])[CH3:61])[C:16]1[N:21]2[N:22]=[CH:23][C:24]([C:25]3[CH:26]=[N:27][C:28]([C:31]4[CH:32]=[CH:33][CH:34]=[CH:35][CH:36]=4)=[CH:29][CH:30]=3)=[C:20]2[N:19]=[C:18]([N:37]2[CH2:38][CH:39]3[N:44]([C:45]([O:47][C:48]([CH3:51])([CH3:50])[CH3:49])=[O:46])[CH:42]([CH2:41][CH2:40]3)[CH2:43]2)[C:17]=1[Br:8]. The catalyst class is: 18. (2) Reactant: [F:1][C:2]1[CH:10]=[C:9]2[C:5]([C:6]([C:20]3[CH:21]=[N:22][N:23]([CH:25]4[CH2:30][CH2:29][CH:28]([C:31]([O-:33])=[O:32])[CH2:27][CH2:26]4)[CH:24]=3)=[CH:7][N:8]2S(C2C=CC=CC=2)(=O)=O)=[CH:4][CH:3]=1.CS(OC1CC(C(OCC2C=CC=CC=2)=O)C1)(=O)=O.[OH-].[Na+]. Product: [F:1][C:2]1[CH:10]=[C:9]2[C:5]([C:6]([C:20]3[CH:21]=[N:22][N:23]([CH:25]4[CH2:26][CH2:27][CH:28]([C:31]([OH:33])=[O:32])[CH2:29][CH2:30]4)[CH:24]=3)=[CH:7][NH:8]2)=[CH:4][CH:3]=1. The catalyst class is: 5. (3) Reactant: [OH-].[Na+].C([O:5][C:6](=[O:39])/[CH:7]=[CH:8]/[C:9]1[CH:14]=[CH:13][CH:12]=[C:11]([NH:15][C:16]2[C:17]3[C:24]([C:25]4[CH:30]=[CH:29][C:28]([O:31][CH3:32])=[CH:27][CH:26]=4)=[C:23]([C:33]4[CH:38]=[CH:37][CH:36]=[CH:35][CH:34]=4)[O:22][C:18]=3[N:19]=[CH:20][N:21]=2)[CH:10]=1)C.Cl. Product: [CH3:32][O:31][C:28]1[CH:27]=[CH:26][C:25]([C:24]2[C:17]3[C:16]([NH:15][C:11]4[CH:10]=[C:9](/[CH:8]=[CH:7]/[C:6]([OH:39])=[O:5])[CH:14]=[CH:13][CH:12]=4)=[N:21][CH:20]=[N:19][C:18]=3[O:22][C:23]=2[C:33]2[CH:38]=[CH:37][CH:36]=[CH:35][CH:34]=2)=[CH:30][CH:29]=1. The catalyst class is: 1. (4) Reactant: C(C1(CCCCCCCC)C2C=CC=CC=2C2C1=CC=CC=2)CCCCCCC.[C:30]1([O:36][CH3:37])[CH:35]=[CH:34][CH:33]=[CH:32][CH:31]=1.[CH3:38][O:39][C:40]1[CH:45]=[CH:44][CH:43]=[CH:42][C:41]=1OC.[CH2:48]1[N:53]([N+:54]([O-:56])=[O:55])[CH2:52][N:51]([N+:57]([O-:59])=[O:58])[CH2:50][N:49]1[N+:60]([O-:62])=[O:61].[CH2:63]([O:80][N+:81]([O-:83])=[O:82])[C:64]([CH2:75][O:76][N+:77]([O-:79])=[O:78])([CH2:70][O:71][N+:72]([O-:74])=[O:73])[CH2:65][O:66][N+:67]([O-:69])=[O:68]. Product: [C:30]1([O:36][CH3:37])[CH:35]=[CH:34][CH:33]=[CH:32][CH:31]=1.[CH2:50]1[N:49]([N+:60]([O-:62])=[O:61])[CH2:48][N:53]([N+:54]([O-:56])=[O:55])[CH2:52][N:51]1[N+:57]([O-:59])=[O:58].[CH2:75]([O:76][N+:77]([O-:79])=[O:78])[C:64]([CH2:65][O:66][N+:67]([O-:69])=[O:68])([CH2:63][O:80][N+:81]([O-:83])=[O:82])[CH2:70][O:71][N+:72]([O-:74])=[O:73].[N+:54]([C:43]1[CH:44]=[CH:45][C:40]([O:39][CH3:38])=[CH:41][CH:42]=1)([O-:56])=[O:55]. The catalyst class is: 577. (5) Reactant: [F:1][C:2]1[CH:7]=[C:6]([F:8])[CH:5]=[CH:4][C:3]=1[C@@:9]1([CH2:13][N:14]2[CH:18]=[N:17][CH:16]=[N:15]2)[C@H:11]([CH3:12])[O:10]1.[Cl:19][C:20]1[CH:21]=[CH:22][C:23]([C:26]2[CH2:27][CH2:28][NH:29][CH2:30][CH:31]=2)=[N:24][CH:25]=1.O.O.O.Cl([O-])(=O)(=O)=O.[Li+]. Product: [Cl:19][C:20]1[CH:21]=[CH:22][C:23]([C:26]2[CH2:27][CH2:28][N:29]([C@H:11]([CH3:12])[C@:9]([C:3]3[CH:4]=[CH:5][C:6]([F:8])=[CH:7][C:2]=3[F:1])([OH:10])[CH2:13][N:14]3[CH:18]=[N:17][CH:16]=[N:15]3)[CH2:30][CH:31]=2)=[N:24][CH:25]=1. The catalyst class is: 10. (6) Reactant: [NH2:1][C:2]1[CH:7]=[CH:6][C:5]([CH2:8][CH2:9][NH2:10])=[CH:4][CH:3]=1.[C:11](O[C:11]([O:13][C:14]([CH3:17])([CH3:16])[CH3:15])=[O:12])([O:13][C:14]([CH3:17])([CH3:16])[CH3:15])=[O:12]. Product: [C:14]([O:13][C:11](=[O:12])[NH:10][CH2:9][CH2:8][C:5]1[CH:6]=[CH:7][C:2]([NH2:1])=[CH:3][CH:4]=1)([CH3:17])([CH3:16])[CH3:15]. The catalyst class is: 5. (7) Product: [Cl:19][C:18]1[C:9]([NH:23][CH2:22][C:21]([F:25])([F:24])[F:20])=[N:10][C:11]2[C:16]([N:17]=1)=[CH:15][CH:14]=[CH:13][CH:12]=2. Reactant: CCN(CC)CC.Cl[C:9]1[C:18]([Cl:19])=[N:17][C:16]2[C:11](=[CH:12][CH:13]=[CH:14][CH:15]=2)[N:10]=1.[F:20][C:21]([F:25])([F:24])[CH2:22][NH2:23]. The catalyst class is: 16. (8) Reactant: C(N(C(C)C)CC)(C)C.[Cl:10][C:11]1[CH:19]=[C:18]([C:20]([NH:22][CH2:23][C:24]2[CH:29]=[CH:28][CH:27]=[C:26]([O:30][Si:31]([C:34]([CH3:37])([CH3:36])[CH3:35])([CH3:33])[CH3:32])[CH:25]=2)=[O:21])[CH:17]=[C:16]([CH3:38])[C:12]=1[C:13]([OH:15])=O.Cl.[CH3:40][C:41]([CH3:54])([O:43][C:44]([NH:46][CH2:47][C@@H:48]([C:50]([O:52][CH3:53])=[O:51])[NH2:49])=[O:45])[CH3:42].F[P-](F)(F)(F)(F)F.N1(O[P+](N(C)C)(N(C)C)N(C)C)C2C=CC=CC=2N=N1. Product: [Cl:10][C:11]1[CH:19]=[C:18]([C:20]([NH:22][CH2:23][C:24]2[CH:29]=[CH:28][CH:27]=[C:26]([O:30][Si:31]([C:34]([CH3:36])([CH3:35])[CH3:37])([CH3:32])[CH3:33])[CH:25]=2)=[O:21])[CH:17]=[C:16]([CH3:38])[C:12]=1[C:13]([NH:49][C@H:48]([C:50]([O:52][CH3:53])=[O:51])[CH2:47][NH:46][C:44]([O:43][C:41]([CH3:54])([CH3:42])[CH3:40])=[O:45])=[O:15]. The catalyst class is: 96.